Dataset: Full USPTO retrosynthesis dataset with 1.9M reactions from patents (1976-2016). Task: Predict the reactants needed to synthesize the given product. Given the product [OH:3][CH2:4][CH:5]([N:8]1[C:13](=[O:14])[CH:12]=[N:11][C:10]2[CH:15]=[CH:16][C:17]([O:19][CH3:20])=[N:18][C:9]1=2)[CH2:6][OH:7], predict the reactants needed to synthesize it. The reactants are: CC1(C)[O:7][CH2:6][CH:5]([N:8]2[C:13](=[O:14])[CH:12]=[N:11][C:10]3[CH:15]=[CH:16][C:17]([O:19][CH3:20])=[N:18][C:9]2=3)[CH2:4][O:3]1.Cl.